Dataset: Catalyst prediction with 721,799 reactions and 888 catalyst types from USPTO. Task: Predict which catalyst facilitates the given reaction. (1) Reactant: [C:1]([C:3]1[CH:8]=[CH:7][C:6]([CH2:9][C:10]([OH:12])=O)=[CH:5][CH:4]=1)#[N:2].[C:13]1([S:19]([NH:22][C:23]2[CH:24]=[CH:25][C:26]([CH3:30])=[C:27]([CH:29]=2)[NH2:28])(=[O:21])=[O:20])[CH:18]=[CH:17][CH:16]=[CH:15][CH:14]=1. Product: [C:13]1([S:19]([NH:22][C:23]2[CH:24]=[CH:25][C:26]([CH3:30])=[C:27]([NH:28][C:10]([CH2:9][C:6]3[CH:5]=[CH:4][C:3]([C:1]#[N:2])=[CH:8][CH:7]=3)=[O:12])[CH:29]=2)(=[O:20])=[O:21])[CH:18]=[CH:17][CH:16]=[CH:15][CH:14]=1. The catalyst class is: 7. (2) Reactant: [CH2:1]([CH:3]([C:6]1[C:7]2[N:8]([C:13]([C:17]3[C:21]4[CH:22]=[CH:23][CH:24]=[C:25]([CH:26](O)[CH3:27])[C:20]=4[O:19][C:18]=3[CH3:29])=[C:14]([CH3:16])[N:15]=2)[N:9]=[C:10]([CH3:12])[CH:11]=1)[CH2:4][CH3:5])[CH3:2].CCN(CC)CC.CS(Cl)(=O)=O.[Na+].[I-]. Product: [CH2:1]([CH:3]([C:6]1[C:7]2[N:8]([C:13]([C:17]3[C:21]4[CH:22]=[CH:23][CH:24]=[C:25]([CH:26]=[CH2:27])[C:20]=4[O:19][C:18]=3[CH3:29])=[C:14]([CH3:16])[N:15]=2)[N:9]=[C:10]([CH3:12])[CH:11]=1)[CH2:4][CH3:5])[CH3:2]. The catalyst class is: 2. (3) Reactant: [Cl:1][C:2]1[C:3]([NH:23][C:24]2[CH:28]=[C:27]([CH3:29])[NH:26][N:25]=2)=[N:4][C:5]([NH:8][C:9]2[CH:14]=[C:13]([CH3:15])[C:12]([CH:16]3[CH2:21][CH2:20][NH:19][CH2:18][CH2:17]3)=[CH:11][C:10]=2[F:22])=[N:6][CH:7]=1.Br[CH2:31][CH2:32][C:33]([F:36])([F:35])[F:34].C(N(CC)CC)C. The catalyst class is: 3. Product: [Cl:1][C:2]1[C:3]([NH:23][C:24]2[CH:28]=[C:27]([CH3:29])[NH:26][N:25]=2)=[N:4][C:5]([NH:8][C:9]2[CH:14]=[C:13]([CH3:15])[C:12]([CH:16]3[CH2:17][CH2:18][N:19]([CH2:31][CH2:32][C:33]([F:36])([F:35])[F:34])[CH2:20][CH2:21]3)=[CH:11][C:10]=2[F:22])=[N:6][CH:7]=1.